From a dataset of Reaction yield outcomes from USPTO patents with 853,638 reactions. Predict the reaction yield, written as a fraction of the theoretical maximum amount of product (1.0 means a 100% yield; for example, 0.34 means a 34% yield). (1) The reactants are [Br:1][C:2]1[CH:7]=[CH:6][C:5]([NH:8][C:9]2[C:10]([C:18]([OH:20])=O)=[CH:11][N:12]([CH3:17])[C:13](=[O:16])[C:14]=2[CH3:15])=[C:4]([F:21])[CH:3]=1.C(N1C=CN=C1)(N1C=CN=C1)=O.[C:34]1([CH2:40][S:41]([NH2:44])(=[O:43])=[O:42])[CH:39]=[CH:38][CH:37]=[CH:36][CH:35]=1.C1CCN2C(=NCCC2)CC1. The catalyst is CN(C=O)C.CCOC(C)=O.Cl. The product is [Br:1][C:2]1[CH:7]=[CH:6][C:5]([NH:8][C:9]2[C:10]([C:18]([NH:44][S:41]([CH2:40][C:34]3[CH:35]=[CH:36][CH:37]=[CH:38][CH:39]=3)(=[O:42])=[O:43])=[O:20])=[CH:11][N:12]([CH3:17])[C:13](=[O:16])[C:14]=2[CH3:15])=[C:4]([F:21])[CH:3]=1. The yield is 0.680. (2) The reactants are [F:1][C:2]1[C:7]2[O:8][CH2:9][O:10][C:6]=2[CH:5]=[C:4]([CH2:11]O)[CH:3]=1.C([O-])(O)=O.[Na+].O=S(Cl)[Cl:20]. No catalyst specified. The product is [Cl:20][CH2:11][C:4]1[CH:3]=[C:2]([F:1])[C:7]2[O:8][CH2:9][O:10][C:6]=2[CH:5]=1. The yield is 0.920.